From a dataset of Full USPTO retrosynthesis dataset with 1.9M reactions from patents (1976-2016). Predict the reactants needed to synthesize the given product. (1) Given the product [C:11]([O:15][C:16]([NH:18][C@H:19]1[CH2:23][C@@:22]([C@H:29]2[CH2:33][CH2:32][O:31][CH2:30]2)([C:24]([O:26][CH3:27])=[O:25])[CH:21]=[CH:20]1)=[O:17])([CH3:14])([CH3:13])[CH3:12], predict the reactants needed to synthesize it. The reactants are: C[Si](C)(C)[N-][Si](C)(C)C.[Li+].[C:11]([O:15][C:16]([NH:18][C@H:19]1[CH2:23][C@@H:22]([C:24]([O:26][CH3:27])=[O:25])[CH:21]=[CH:20]1)=[O:17])([CH3:14])([CH3:13])[CH3:12].I[C@@H:29]1[CH2:33][CH2:32][O:31][CH2:30]1. (2) Given the product [NH2:7][C@@H:8]([C:13]([NH:16][C:17]([O:19][C:20]([CH3:23])([CH3:22])[CH3:21])=[O:18])([CH3:15])[CH3:14])[C:9]([O:11][CH3:12])=[O:10], predict the reactants needed to synthesize it. The reactants are: C(O)(=O)C(O)=O.[NH2:7][C@@H:8]([C:13]([NH:16][C:17]([O:19][C:20]([CH3:23])([CH3:22])[CH3:21])=[O:18])([CH3:15])[CH3:14])[C:9]([O:11][CH3:12])=[O:10].C(=O)([O-])[O-].[K+].[K+]. (3) Given the product [CH3:26][C:27]([CH3:34])([CH3:33])[C@@H:28]([OH:32])[C:29]([N:16]1[CH2:17][CH2:18][CH2:19][C@H:15]1[C:14]([NH:13][CH2:12][C:11]1[CH:21]=[C:22]([Cl:25])[CH:23]=[CH:24][C:10]=1[CH2:9][NH:8][C:6]([O:5][C:1]([CH3:4])([CH3:2])[CH3:3])=[O:7])=[O:20])=[O:30], predict the reactants needed to synthesize it. The reactants are: [C:1]([O:5][C:6]([NH:8][CH2:9][C:10]1[CH:24]=[CH:23][C:22]([Cl:25])=[CH:21][C:11]=1[CH2:12][NH:13][C:14](=[O:20])[C@@H:15]1[CH2:19][CH2:18][CH2:17][NH:16]1)=[O:7])([CH3:4])([CH3:3])[CH3:2].[CH3:26][C:27]([CH3:34])([CH3:33])[C@@H:28]([OH:32])[C:29](O)=[O:30].C1C=C2N=NN(O)C2=CC=1.O.C(Cl)CCl.C(N(C(C)C)CC)(C)C. (4) Given the product [CH2:14]([O:16][C:17]([C:19]1([NH:30][C:11]([C:6]2[C:5]([O:4][CH2:1][CH2:2][CH3:3])=[CH:10][CH:9]=[CH:8][N:7]=2)=[O:13])[CH2:27][C:26]2[C:21](=[CH:22][CH:23]=[CH:24][CH:25]=2)[CH2:20]1)=[O:18])[CH3:15], predict the reactants needed to synthesize it. The reactants are: [CH2:1]([O:4][C:5]1[C:6]([C:11]([OH:13])=O)=[N:7][CH:8]=[CH:9][CH:10]=1)[CH2:2][CH3:3].[CH2:14]([O:16][C:17]([CH:19]1[CH2:27][C:26]2[C:21](=[CH:22][CH:23]=[CH:24][CH:25]=2)[CH2:20]1)=[O:18])[CH3:15].CC[N:30](C(C)C)C(C)C.CC(O)C.C(Cl)Cl. (5) Given the product [NH2:28][C:25]1[CH:24]=[CH:23][C:22]([C:19]2[CH2:18][S:17][C:16]3=[N:15][N:14]=[C:13]([C:5]4[CH:6]=[C:7]([O:11][CH3:12])[C:8]([O:9][CH3:10])=[C:3]([O:2][CH3:1])[CH:4]=4)[N:21]3[N:20]=2)=[CH:27][CH:26]=1, predict the reactants needed to synthesize it. The reactants are: [CH3:1][O:2][C:3]1[CH:4]=[C:5]([C:13]2[N:21]3[C:16]([S:17][CH2:18][C:19]([C:22]4[CH:27]=[CH:26][C:25]([N+:28]([O-])=O)=[CH:24][CH:23]=4)=[N:20]3)=[N:15][N:14]=2)[CH:6]=[C:7]([O:11][CH3:12])[C:8]=1[O:9][CH3:10].Cl.[H][H]. (6) Given the product [O:18]=[C:17]([N:19]1[CH2:24][CH2:23][CH2:22][CH2:21][CH2:20]1)[CH2:16][O:1][CH:2]1[CH2:3][CH2:4][N:5]([C:8]([O:10][C:11]([CH3:14])([CH3:13])[CH3:12])=[O:9])[CH2:6][CH2:7]1, predict the reactants needed to synthesize it. The reactants are: [OH:1][CH:2]1[CH2:7][CH2:6][N:5]([C:8]([O:10][C:11]([CH3:14])([CH3:13])[CH3:12])=[O:9])[CH2:4][CH2:3]1.Cl[CH2:16][C:17]([N:19]1[CH2:24][CH2:23][CH2:22][CH2:21][CH2:20]1)=[O:18].C1(C)C=CC=CC=1.[OH-].[Na+].